From a dataset of NCI-60 drug combinations with 297,098 pairs across 59 cell lines. Regression. Given two drug SMILES strings and cell line genomic features, predict the synergy score measuring deviation from expected non-interaction effect. (1) Drug 1: C1CCN(CC1)CCOC2=CC=C(C=C2)C(=O)C3=C(SC4=C3C=CC(=C4)O)C5=CC=C(C=C5)O. Drug 2: C1=NC2=C(N=C(N=C2N1C3C(C(C(O3)CO)O)F)Cl)N. Cell line: M14. Synergy scores: CSS=9.60, Synergy_ZIP=1.15, Synergy_Bliss=0.971, Synergy_Loewe=-17.7, Synergy_HSA=-0.595. (2) Drug 1: CC1CCCC2(C(O2)CC(NC(=O)CC(C(C(=O)C(C1O)C)(C)C)O)C(=CC3=CSC(=N3)C)C)C. Drug 2: CC1C(C(CC(O1)OC2CC(CC3=C2C(=C4C(=C3O)C(=O)C5=CC=CC=C5C4=O)O)(C(=O)C)O)N)O. Cell line: HCT116. Synergy scores: CSS=35.4, Synergy_ZIP=-0.908, Synergy_Bliss=-2.84, Synergy_Loewe=-2.85, Synergy_HSA=-2.59. (3) Drug 1: CNC(=O)C1=NC=CC(=C1)OC2=CC=C(C=C2)NC(=O)NC3=CC(=C(C=C3)Cl)C(F)(F)F. Drug 2: C1CN(CCN1C(=O)CCBr)C(=O)CCBr. Cell line: MALME-3M. Synergy scores: CSS=15.8, Synergy_ZIP=-0.679, Synergy_Bliss=4.75, Synergy_Loewe=4.76, Synergy_HSA=1.52. (4) Drug 1: CS(=O)(=O)C1=CC(=C(C=C1)C(=O)NC2=CC(=C(C=C2)Cl)C3=CC=CC=N3)Cl. Drug 2: CC(C)NC(=O)C1=CC=C(C=C1)CNNC.Cl. Cell line: COLO 205. Synergy scores: CSS=3.43, Synergy_ZIP=3.67, Synergy_Bliss=6.97, Synergy_Loewe=-2.14, Synergy_HSA=-0.960. (5) Drug 1: C1=CC(=CC=C1CC(C(=O)O)N)N(CCCl)CCCl.Cl. Drug 2: C1C(C(OC1N2C=C(C(=O)NC2=O)F)CO)O. Cell line: SW-620. Synergy scores: CSS=43.0, Synergy_ZIP=-5.93, Synergy_Bliss=-6.43, Synergy_Loewe=-7.50, Synergy_HSA=-2.25. (6) Drug 1: CC1=C(C(CCC1)(C)C)C=CC(=CC=CC(=CC(=O)O)C)C. Drug 2: CC(C)CN1C=NC2=C1C3=CC=CC=C3N=C2N. Cell line: HOP-92. Synergy scores: CSS=-2.14, Synergy_ZIP=3.47, Synergy_Bliss=-4.55, Synergy_Loewe=-5.63, Synergy_HSA=-4.92.